From a dataset of Full USPTO retrosynthesis dataset with 1.9M reactions from patents (1976-2016). Predict the reactants needed to synthesize the given product. (1) Given the product [Cl:25][C:22]1[CH:21]=[CH:20][C:19]([CH2:18][N:14]2[C:15]3[CH2:16][CH2:17][NH:8][CH2:9][CH2:10][C:11]=3[C:12]([C:26]3[CH:27]=[CH:28][CH:29]=[CH:30][CH:31]=3)=[N:13]2)=[CH:24][CH:23]=1, predict the reactants needed to synthesize it. The reactants are: C(OC([N:8]1[CH2:17][CH2:16][C:15]2[N:14]([CH2:18][C:19]3[CH:24]=[CH:23][C:22]([Cl:25])=[CH:21][CH:20]=3)[N:13]=[C:12]([C:26]3[CH:31]=[CH:30][CH:29]=[CH:28][CH:27]=3)[C:11]=2[CH2:10][CH2:9]1)=O)(C)(C)C.C(OC(N1CCC2N(CC3C=CC(Cl)=CC=3)N=C(S(C(F)(F)F)(=O)=O)C=2CC1)=O)(C)(C)C.C([O-])([O-])=O.[K+].[K+].C1(B(O)O)C=CC=CC=1. (2) Given the product [CH3:16][O:15][CH2:14][CH2:13][C:11]([C:10]1[S:9][C:8]([NH2:17])=[N:7][C:6]=1[C:2]1[O:1][CH:5]=[CH:4][CH:3]=1)=[O:12], predict the reactants needed to synthesize it. The reactants are: [O:1]1[CH:5]=[CH:4][CH:3]=[C:2]1[C:6]1[N:7]=[C:8]([NH:17]C(=O)OC(C)(C)C)[S:9][C:10]=1[C:11]([CH2:13][CH2:14][O:15][CH3:16])=[O:12]. (3) Given the product [Cl:1][C:2]1[CH:7]=[CH:6][C:5]([C:8]2[C:14]3[CH:15]=[C:16]([O:19][CH3:20])[CH:17]=[CH:18][C:13]=3[N:12]3[C:21]([CH3:24])=[N:22][N:23]=[C:11]3[C@H:10]([CH2:25][C:26]([NH:62][CH2:63][CH2:64][C:65]3[CH:66]=[C:67]([B:71]([OH:73])[OH:72])[CH:68]=[CH:69][CH:70]=3)=[O:28])[N:9]=2)=[CH:4][CH:3]=1, predict the reactants needed to synthesize it. The reactants are: [Cl:1][C:2]1[CH:7]=[CH:6][C:5]([C:8]2[C:14]3[CH:15]=[C:16]([O:19][CH3:20])[CH:17]=[CH:18][C:13]=3[N:12]3[C:21]([CH3:24])=[N:22][N:23]=[C:11]3[C@H:10]([CH2:25][C:26]([OH:28])=O)[N:9]=2)=[CH:4][CH:3]=1.CN(C(ON1N=NC2C=CC=NC1=2)=[N+](C)C)C.F[P-](F)(F)(F)(F)F.CCN(C(C)C)C(C)C.[NH2:62][CH2:63][CH2:64][C:65]1[CH:66]=[C:67]([B:71]([OH:73])[OH:72])[CH:68]=[CH:69][CH:70]=1. (4) The reactants are: [CH2:1]([O:3][C:4](=[O:35])[C:5](O)=[CH:6][C:7]([C:9]1[CH:14]=[C:13]([CH:15]([CH3:17])[CH3:16])[C:12]([O:18][CH2:19][C:20]2[CH:25]=[CH:24][CH:23]=[CH:22][CH:21]=2)=[CH:11][C:10]=1[O:26][CH2:27][C:28]1[CH:33]=[CH:32][CH:31]=[CH:30][CH:29]=1)=[O:8])[CH3:2].Cl.[NH2:37]O. Given the product [CH2:1]([O:3][C:4]([C:5]1[CH:6]=[C:7]([C:9]2[CH:14]=[C:13]([CH:15]([CH3:17])[CH3:16])[C:12]([O:18][CH2:19][C:20]3[CH:25]=[CH:24][CH:23]=[CH:22][CH:21]=3)=[CH:11][C:10]=2[O:26][CH2:27][C:28]2[CH:33]=[CH:32][CH:31]=[CH:30][CH:29]=2)[O:8][N:37]=1)=[O:35])[CH3:2], predict the reactants needed to synthesize it.